Dataset: Orexin1 receptor HTS with 218,158 compounds and 233 confirmed actives. Task: Binary Classification. Given a drug SMILES string, predict its activity (active/inactive) in a high-throughput screening assay against a specified biological target. (1) The compound is Clc1cc(COC(=O)c2cccnc2Cl)ccc1Cl. The result is 0 (inactive). (2) The drug is O(C(=O)C1CCCC1)C1(C(=O)c2c(=C(C1=O)c1ccccc1)cc(n(c2)c1ccccc1)CCCC(OC)=O)C. The result is 0 (inactive). (3) The molecule is O=c1n(\N=C\c2occc2)c(cc(c1C#N)C)C. The result is 0 (inactive).